Dataset: Reaction yield outcomes from USPTO patents with 853,638 reactions. Task: Predict the reaction yield, written as a fraction of the theoretical maximum amount of product (1.0 means a 100% yield; for example, 0.34 means a 34% yield). (1) The reactants are Br[C:2]1[C:3]([NH2:22])=[N:4][CH:5]=[C:6]([C:8]2[CH:13]=[CH:12][C:11]([O:14][Si:15]([C:18]([CH3:21])([CH3:20])[CH3:19])([CH3:17])[CH3:16])=[CH:10][CH:9]=2)[N:7]=1.[S:23]1[C:27](B(O)O)=[CH:26][C:25]2[CH:31]=[CH:32][CH:33]=[CH:34][C:24]1=2.C([O-])([O-])=O.[Na+].[Na+].O. The catalyst is C1(C)C=CC=CC=1.C(O)C.Cl[Pd](Cl)([P](C1C=CC=CC=1)(C1C=CC=CC=1)C1C=CC=CC=1)[P](C1C=CC=CC=1)(C1C=CC=CC=1)C1C=CC=CC=1. The product is [S:23]1[C:27]([C:2]2[C:3]([NH2:22])=[N:4][CH:5]=[C:6]([C:8]3[CH:13]=[CH:12][C:11]([O:14][Si:15]([C:18]([CH3:21])([CH3:20])[CH3:19])([CH3:17])[CH3:16])=[CH:10][CH:9]=3)[N:7]=2)=[CH:26][C:25]2[CH:31]=[CH:32][CH:33]=[CH:34][C:24]1=2. The yield is 0.673. (2) The reactants are Cl.COC1C=C(C=CC=1OC)OC1C=CC(S([C:17]2(C(NO)=O)CC[N:20](CC#C)[CH2:19][CH2:18]2)(=O)=O)=CC=1.C([O-])([O-])=O.[K+].[K+].CO[C:43]1[CH:44]=[C:45](O)[CH:46]=[CH:47][C:48]=1[O:49]C. The yield is 0.909. The catalyst is CN(C)C=O. The product is [O:49]([NH:20][CH2:19][C:18]#[CH:17])[C:48]1[CH:43]=[CH:44][CH:45]=[CH:46][CH:47]=1. (3) The reactants are C([O:6][C@@H:7]([C:9]1[N:14]=[C:13]([N:15]2[CH2:20][CH2:19][C:18]3[N:21]([CH3:35])[N:22]([C:25]4[CH:34]=[N:33][C:32]5[C:27](=[CH:28][CH:29]=[CH:30][CH:31]=5)[N:26]=4)[C:23](=[O:24])[C:17]=3[CH2:16]2)[CH:12]=[CH:11][N:10]=1)[CH3:8])(=O)CCC.C(=O)([O-])[O-].[K+].[K+]. The catalyst is CO.O1CCCC1. The product is [OH:6][C@@H:7]([C:9]1[N:14]=[C:13]([N:15]2[CH2:20][CH2:19][C:18]3[N:21]([CH3:35])[N:22]([C:25]4[CH:34]=[N:33][C:32]5[C:27](=[CH:28][CH:29]=[CH:30][CH:31]=5)[N:26]=4)[C:23](=[O:24])[C:17]=3[CH2:16]2)[CH:12]=[CH:11][N:10]=1)[CH3:8]. The yield is 0.710. (4) The reactants are Br[C:2]1[CH:7]=[C:6]([CH3:8])[C:5]([C:9]2[C:10](=[O:27])[CH:11]([CH2:16][CH2:17][NH:18][C:19]([C:21]3[CH:26]=[CH:25][CH:24]=[CH:23][N:22]=3)=[O:20])[CH2:12][C:13]=2[O:14]C)=[C:4]([CH2:28][CH3:29])[CH:3]=1.[Cl:30][C:31]1[CH:32]=[N:33][NH:34][CH:35]=1.CN(C)CC(O)=O.C(=O)([O-])[O-].[K+].[K+]. The catalyst is [Cu](I)I. The product is [Cl:30][C:31]1[CH:32]=[N:33][N:34]([C:2]2[CH:7]=[C:6]([CH3:8])[C:5]([CH:9]3[C:13](=[O:14])[CH2:12][CH:11]([CH2:16][CH2:17][NH:18][C:19]([C:21]4[CH:26]=[CH:25][CH:24]=[CH:23][N:22]=4)=[O:20])[C:10]3=[O:27])=[C:4]([CH2:28][CH3:29])[CH:3]=2)[CH:35]=1. The yield is 0.180. (5) The reactants are [NH2:1][C:2]1[CH:3]=[CH:4][C:5]([O:24][CH3:25])=[C:6]([CH:23]=1)[O:7][C:8]1[CH:9]=[CH:10][C:11]2[N:12]([CH:14]=[C:15]([NH:17][C:18]([CH:20]3[CH2:22][CH2:21]3)=[O:19])[N:16]=2)[N:13]=1.[F:26][C:27]([F:38])([F:37])[C:28]1[CH:29]=[C:30]([CH:34]=[CH:35][CH:36]=1)[C:31](Cl)=[O:32]. The catalyst is CN1CCCC1=O.Cl. The product is [CH:20]1([C:18]([NH:17][C:15]2[N:16]=[C:11]3[CH:10]=[CH:9][C:8]([O:7][C:6]4[CH:23]=[C:2]([NH:1][C:31](=[O:32])[C:30]5[CH:34]=[CH:35][CH:36]=[C:28]([C:27]([F:26])([F:37])[F:38])[CH:29]=5)[CH:3]=[CH:4][C:5]=4[O:24][CH3:25])=[N:13][N:12]3[CH:14]=2)=[O:19])[CH2:21][CH2:22]1. The yield is 0.800.